Task: Predict the reactants needed to synthesize the given product.. Dataset: Full USPTO retrosynthesis dataset with 1.9M reactions from patents (1976-2016) (1) Given the product [C:17]1([C:20]2[CH:21]=[CH:22][CH:23]=[CH:24][CH:25]=2)[CH:18]=[CH:19][C:14]([C:5]2[CH:4]=[C:3]([OH:2])[N:7]([C:8]3[CH:13]=[CH:12][CH:11]=[CH:10][N:9]=3)[N:6]=2)=[CH:15][CH:16]=1, predict the reactants needed to synthesize it. The reactants are: C(=O)(OC(C)(C)C)[O:2][C:3]1[N:7]([C:8]2[CH:13]=[CH:12][CH:11]=[CH:10][N:9]=2)[N:6]=[C:5]([C:14]2[CH:19]=[CH:18][C:17]([C:20]3[CH:25]=[CH:24][CH:23]=[CH:22][CH:21]=3)=[CH:16][CH:15]=2)[CH:4]=1.FC(F)(F)C(O)=O. (2) Given the product [Br:1][C:2]1[CH:3]=[CH:4][C:5](/[CH:8]=[CH:9]/[CH2:10][O:11][CH3:12])=[CH:6][CH:7]=1, predict the reactants needed to synthesize it. The reactants are: [Br:1][C:2]1[CH:7]=[CH:6][C:5](/[CH:8]=[CH:9]/[CH2:10][OH:11])=[CH:4][CH:3]=1.[CH3:12]I.[OH-].[K+].Cl. (3) Given the product [NH:46]1[CH:45]=[C:44]([C:2]2[CH:7]=[CH:6][N:5]=[C:4]([NH:8][C:9]3[N:14]=[C:13]([C:15]4[S:19][C:18]([C:20]5([OH:34])[CH2:29][CH2:28][CH2:27][C:26]6[CH:25]=[C:24]([C:30]([O:32][CH3:33])=[O:31])[CH:23]=[CH:22][C:21]5=6)=[N:17][CH:16]=4)[CH:12]=[C:11]([CH3:35])[CH:10]=3)[CH:3]=2)[CH:48]=[N:47]1, predict the reactants needed to synthesize it. The reactants are: Cl[C:2]1[CH:7]=[CH:6][N:5]=[C:4]([NH:8][C:9]2[N:14]=[C:13]([C:15]3[S:19][C:18]([C:20]4([OH:34])[CH2:29][CH2:28][CH2:27][C:26]5[CH:25]=[C:24]([C:30]([O:32][CH3:33])=[O:31])[CH:23]=[CH:22][C:21]4=5)=[N:17][CH:16]=3)[CH:12]=[C:11]([CH3:35])[CH:10]=2)[CH:3]=1.CC1(C)C(C)(C)OB([C:44]2[CH:45]=[N:46][N:47](C(OC(C)(C)C)=O)[CH:48]=2)O1.C(=O)([O-])[O-].[Na+].[Na+]. (4) Given the product [O:1]=[C:2]1[C:8]2=[CH:9][C:10]3[CH:11]=[CH:12][C:13]([C:16]([NH:18][C:19]4[CH:28]=[CH:27][CH:26]=[CH:25][C:20]=4[C:21]([OH:23])=[O:22])=[O:17])=[CH:14][C:15]=3[N:7]2[CH2:6][CH2:5][CH2:4][NH:3]1, predict the reactants needed to synthesize it. The reactants are: [O:1]=[C:2]1[C:8]2=[CH:9][C:10]3[CH:11]=[CH:12][C:13]([C:16]([NH:18][C:19]4[CH:28]=[CH:27][CH:26]=[CH:25][C:20]=4[C:21]([O:23]C)=[O:22])=[O:17])=[CH:14][C:15]=3[N:7]2[CH2:6][CH2:5][CH2:4][NH:3]1.[OH-].[Na+].Cl.O. (5) Given the product [O:17]=[C:18]1[NH:22][C:21]2([CH2:30][C:29]3[N:28]([CH2:31][O:32][CH2:33][CH2:34][Si:35]([CH3:36])([CH3:37])[CH3:38])[N:27]=[C:26]([C:39]([OH:41])=[O:40])[C:25]=3[CH2:24][CH2:23]2)[CH2:20][CH2:19]1, predict the reactants needed to synthesize it. The reactants are: FC1(F)C2(C)C1CC1C(C(O)=O)=NNC=1C2.[O:17]=[C:18]1[NH:22][C:21]2([CH2:30][C:29]3[N:28]([CH2:31][O:32][CH2:33][CH2:34][Si:35]([CH3:38])([CH3:37])[CH3:36])[N:27]=[C:26]([C:39]([O:41]CC)=[O:40])[C:25]=3[CH2:24][CH2:23]2)[CH2:20][CH2:19]1. (6) Given the product [Cl:1][C:2]1[S:6][C:5]([NH:7][S:8]([C:11]2[CH:16]=[CH:15][C:14]([O:33][C:30]3[CH:31]=[CH:32][C:27]([F:26])=[CH:28][C:29]=3[I:34])=[C:13]([C:18]#[N:19])[CH:12]=2)(=[O:10])=[O:9])=[N:4][CH:3]=1, predict the reactants needed to synthesize it. The reactants are: [Cl:1][C:2]1[S:6][C:5]([NH:7][S:8]([C:11]2[CH:16]=[CH:15][C:14](F)=[C:13]([C:18]#[N:19])[CH:12]=2)(=[O:10])=[O:9])=[N:4][CH:3]=1.C(=O)([O-])[O-].[K+].[K+].[F:26][C:27]1[CH:32]=[CH:31][C:30]([OH:33])=[C:29]([I:34])[CH:28]=1.Cl. (7) The reactants are: [OH:1][NH:2][C:3](=[NH:10])[CH2:4][CH:5]([O:8][CH3:9])[O:6][CH3:7].[F:11][C:12]1[CH:20]=[CH:19][C:15]([C:16](O)=O)=[CH:14][CH:13]=1. Given the product [CH3:7][O:6][CH:5]([O:8][CH3:9])[CH2:4][C:3]1[N:10]=[C:16]([C:15]2[CH:19]=[CH:20][C:12]([F:11])=[CH:13][CH:14]=2)[O:1][N:2]=1, predict the reactants needed to synthesize it.